From a dataset of NCI-60 drug combinations with 297,098 pairs across 59 cell lines. Regression. Given two drug SMILES strings and cell line genomic features, predict the synergy score measuring deviation from expected non-interaction effect. (1) Drug 1: CC1=C(C=C(C=C1)NC(=O)C2=CC=C(C=C2)CN3CCN(CC3)C)NC4=NC=CC(=N4)C5=CN=CC=C5. Drug 2: C(=O)(N)NO. Cell line: SF-539. Synergy scores: CSS=5.80, Synergy_ZIP=-2.99, Synergy_Bliss=-0.00378, Synergy_Loewe=0.691, Synergy_HSA=1.04. (2) Drug 1: CC12CCC3C(C1CCC2NC(=O)OCC(F)(F)F)CCC4C3(C=CC(=O)N4C)C. Drug 2: C1CCC(C(C1)[NH-])[NH-].C(=O)(C(=O)[O-])[O-].[Pt+4]. Cell line: NCI-H460. Synergy scores: CSS=24.4, Synergy_ZIP=-3.05, Synergy_Bliss=-9.52, Synergy_Loewe=-11.3, Synergy_HSA=-6.64. (3) Drug 1: CC(CN1CC(=O)NC(=O)C1)N2CC(=O)NC(=O)C2. Drug 2: C1=CN(C=N1)CC(O)(P(=O)(O)O)P(=O)(O)O. Synergy scores: CSS=17.6, Synergy_ZIP=-7.03, Synergy_Bliss=-5.31, Synergy_Loewe=-6.15, Synergy_HSA=-5.39. Cell line: A498.